From a dataset of Catalyst prediction with 721,799 reactions and 888 catalyst types from USPTO. Predict which catalyst facilitates the given reaction. (1) Reactant: [CH:1]1[CH:2]=[CH:3][C:4]2[N:15]([C:16]([NH2:18])=[O:17])[C:14]3[CH:13]=[CH:12][CH:11]=[CH:10][C:9]=3[C@@H:8]([OH:19])[CH2:7][C:5]=2[CH:6]=1.N1C=CC=CC=1.CN(C1C=CC=CN=1)C.[C:35](Cl)(=[O:37])[CH3:36]. Product: [CH3:36][C:35]([O:19][C@@H:8]1[C:9]2[CH:10]=[CH:11][CH:12]=[CH:13][C:14]=2[N:15]([C:16]([NH2:18])=[O:17])[C:4]2[CH:3]=[CH:2][CH:1]=[CH:6][C:5]=2[CH2:7]1)=[O:37]. The catalyst class is: 96. (2) Reactant: [Na].[NH:2]1[CH:6]=[CH:5][CH:4]=[N:3]1.Br[CH2:8][C:9]([O:11][CH2:12][CH3:13])=[O:10]. Product: [CH2:12]([O:11][C:9](=[O:10])[CH2:8][N:2]1[CH:6]=[CH:5][CH:4]=[N:3]1)[CH3:13]. The catalyst class is: 8. (3) Reactant: ClC1C=CC=C(C(OO)=[O:9])C=1.[CH3:12][O:13][CH2:14][O:15][CH2:16][C:17]1[CH:18]=[C:19](/[CH:23]=[CH:24]/[CH2:25][CH2:26][C:27]#[N:28])[CH:20]=[CH:21][CH:22]=1.S([O-])([O-])(=O)=S.[Na+].[Na+]. Product: [CH3:12][O:13][CH2:14][O:15][CH2:16][C:17]1[CH:18]=[C:19]([CH:23]2[O:9][CH:24]2[CH2:25][CH2:26][C:27]#[N:28])[CH:20]=[CH:21][CH:22]=1. The catalyst class is: 13. (4) Reactant: [C:1]([O:4][CH2:5][C:6]1[CH:11]=[C:10]([O:12][C@@H:13]2[CH2:17][CH2:16][O:15][CH2:14]2)[CH:9]=[C:8]([CH3:18])[C:7]=1Br)(=[O:3])[CH3:2].[OH:20][CH2:21][C:22]1[CH:23]=[C:24](B(O)O)[CH:25]=[CH:26][CH:27]=1.C(=O)([O-])[O-].[K+].[K+].Cl. Product: [C:1]([O:4][CH2:5][C:6]1[CH:11]=[C:10]([O:12][C@@H:13]2[CH2:17][CH2:16][O:15][CH2:14]2)[CH:9]=[C:8]([CH3:18])[C:7]=1[C:26]1[CH:25]=[CH:24][CH:23]=[C:22]([CH2:21][OH:20])[CH:27]=1)(=[O:3])[CH3:2]. The catalyst class is: 75. (5) Reactant: [SH:1][CH2:2][CH2:3][C:4]([OH:6])=[O:5].Br[CH2:8][CH:9]=[CH2:10].[OH-].[Na+].Cl. Product: [CH2:10]([S:1][CH2:2][CH2:3][C:4]([OH:6])=[O:5])[CH:9]=[CH2:8]. The catalyst class is: 5. (6) Reactant: C[O:2][C:3](=[O:31])[CH2:4][O:5][C:6]1[CH:11]=[CH:10][C:9]([NH:12][C:13]([C:15]2[C:16]([C:21]3[CH:26]=[CH:25][C:24]([C:27]([F:30])([F:29])[F:28])=[CH:23][CH:22]=3)=[CH:17][CH:18]=[CH:19][CH:20]=2)=[O:14])=[CH:8][CH:7]=1.[Li+].[OH-]. Product: [F:28][C:27]([F:29])([F:30])[C:24]1[CH:25]=[CH:26][C:21]([C:16]2[C:15]([C:13]([NH:12][C:9]3[CH:10]=[CH:11][C:6]([O:5][CH2:4][C:3]([OH:31])=[O:2])=[CH:7][CH:8]=3)=[O:14])=[CH:20][CH:19]=[CH:18][CH:17]=2)=[CH:22][CH:23]=1. The catalyst class is: 24. (7) Reactant: [CH3:1][N:2]([CH2:22][C@@H:23]1[C:26]2[CH:27]=[C:28]([O:33][CH3:34])[C:29]([O:31][CH3:32])=[CH:30][C:25]=2[CH2:24]1)[CH2:3][CH2:4][CH2:5][N:6]1[C:16](=[O:17])[CH2:15][C:14]2[C:9](=[CH:10][C:11]([O:20][CH3:21])=[C:12]([O:18][CH3:19])[CH:13]=2)[CH2:8][CH2:7]1.[ClH:35]. Product: [CH3:1][N:2]([CH2:22][C@@H:23]1[C:26]2[CH:27]=[C:28]([O:33][CH3:34])[C:29]([O:31][CH3:32])=[CH:30][C:25]=2[CH2:24]1)[CH2:3][CH2:4][CH2:5][N:6]1[C:16](=[O:17])[CH2:15][C:14]2[C:9](=[CH:10][C:11]([O:20][CH3:21])=[C:12]([O:18][CH3:19])[CH:13]=2)[CH2:8][CH2:7]1.[ClH:35]. The catalyst class is: 372.